From a dataset of Forward reaction prediction with 1.9M reactions from USPTO patents (1976-2016). Predict the product of the given reaction. Given the reactants [Na:1].[F:2][C:3]([F:11])([S:7]([OH:10])(=[O:9])=[O:8])[C:4]([OH:6])=[O:5].[O:12]=[C:13]1[CH:20]2[CH2:21][C:16]3(O)[CH2:17][CH:18]([CH2:22][CH:14]1[CH2:15]3)[CH2:19]2.C(C1C=CC=CC=1)C.S(=O)(=O)(O)O, predict the reaction product. The product is: [Na:1].[F:2][C:3]([F:11])([S:7]([OH:10])(=[O:9])=[O:8])[C:4]([O:6][C:18]12[CH2:22][CH:14]3[CH2:15][CH:16]([CH2:21][CH:20]([C:13]3=[O:12])[CH2:19]1)[CH2:17]2)=[O:5].